Dataset: Full USPTO retrosynthesis dataset with 1.9M reactions from patents (1976-2016). Task: Predict the reactants needed to synthesize the given product. (1) Given the product [OH:1][C:2]1[CH:3]=[C:4](/[CH:9]=[CH:10]/[C:11]([N:23]2[CH2:24][CH2:25][N:20]([CH2:26][CH2:27][C:28]#[N:29])[CH2:21][CH2:22]2)=[O:13])[CH:5]=[CH:6][C:7]=1[OH:8], predict the reactants needed to synthesize it. The reactants are: [OH:1][C:2]1[CH:3]=[C:4]([CH:9]=[CH:10][C:11]([OH:13])=O)[CH:5]=[CH:6][C:7]=1[OH:8].C(Cl)(=O)C(Cl)=O.[N:20]1([CH2:26][CH2:27][C:28]#[N:29])[CH2:25][CH2:24][NH:23][CH2:22][CH2:21]1.C(N(CC)CC)C. (2) Given the product [CH3:37][C:28]12[CH2:27][C:26]3([NH2:25])[CH2:33][CH:32]([CH2:31][C:30]([CH3:36])([CH2:35]3)[CH2:29]1)[CH2:34]2.[ClH:60], predict the reactants needed to synthesize it. The reactants are: CC12CC3CC(C)(CC(O)(C3)C1)C2.C(#N)C.S(=O)(=O)(O)O.C([NH:25][C:26]12[CH2:35][C:30]3([CH3:36])[CH2:31][CH:32]([CH2:34][C:28]([CH3:37])([CH2:29]3)[CH2:27]1)[CH2:33]2)(=O)C.C(O)CCCCC.O.[Na].CC12CC3(N)CC(CC(C)(C3)C1)C2.[ClH:60]. (3) Given the product [NH2:1][C:2]1[CH:9]=[CH:8][C:7]([CH2:16][C:15]2[CH:18]=[CH:19][CH:20]=[CH:21][C:14]=2[O:13][CH3:12])=[CH:6][C:3]=1[C:4]#[N:5], predict the reactants needed to synthesize it. The reactants are: [NH2:1][C:2]1[CH:9]=[CH:8][C:7](I)=[CH:6][C:3]=1[C:4]#[N:5].[Cl-].[CH3:12][O:13][C:14]1[CH:21]=[CH:20][CH:19]=[CH:18][C:15]=1[CH2:16][Zn+].NC1C=CC(CC2C=CC=CC=2)=CC=1C#N. (4) Given the product [CH2:1]([O:8][C:9]([N:11]([CH2:32][C:33]([N:35]1[CH2:39][C@@H:38]([F:40])[CH2:37][C@H:36]1[C:41]#[N:42])=[O:34])[C:12]12[CH2:17][CH2:16][C:15]([C:20]([N:43]3[CH2:48][CH2:47][O:46][CH2:45][CH2:44]3)=[O:22])([CH2:18][CH2:19]1)[CH2:14][CH2:13]2)=[O:10])[C:2]1[CH:7]=[CH:6][CH:5]=[CH:4][CH:3]=1, predict the reactants needed to synthesize it. The reactants are: [CH2:1]([O:8][C:9]([N:11]([CH2:32][C:33]([N:35]1[CH2:39][C@@H:38]([F:40])[CH2:37][C@H:36]1[C:41]#[N:42])=[O:34])[C:12]12[CH2:19][CH2:18][C:15]([C:20]([O:22]N3C4C=CC=CC=4N=N3)=O)([CH2:16][CH2:17]1)[CH2:14][CH2:13]2)=[O:10])[C:2]1[CH:7]=[CH:6][CH:5]=[CH:4][CH:3]=1.[NH:43]1[CH2:48][CH2:47][O:46][CH2:45][CH2:44]1. (5) Given the product [ClH:30].[NH:8]1[CH2:9][CH:10]([NH:12][C:13]2[CH:14]=[C:15]3[C:24](=[CH:25][C:26]=2[F:27])[O:23][CH2:22][C:21]2[N:16]3[CH:17]([CH3:29])[C:18](=[O:28])[NH:19][N:20]=2)[CH2:11]1, predict the reactants needed to synthesize it. The reactants are: C(OC([N:8]1[CH2:11][CH:10]([NH:12][C:13]2[CH:14]=[C:15]3[C:24](=[CH:25][C:26]=2[F:27])[O:23][CH2:22][C:21]2[N:16]3[CH:17]([CH3:29])[C:18](=[O:28])[NH:19][N:20]=2)[CH2:9]1)=O)(C)(C)C.[ClH:30]. (6) Given the product [ClH:1].[CH3:33][C:28]1[NH:29][C:30]2[C:26]([C:27]=1[CH3:34])=[CH:25][C:24]([NH:23][C:2]1[C:11]3[C:6](=[CH:7][C:8]([O:14][CH2:15][CH2:16][CH2:17][N:18]4[CH2:22][CH2:21][CH2:20][CH2:19]4)=[C:9]([O:12][CH3:13])[CH:10]=3)[N:5]=[CH:4][N:3]=1)=[CH:32][CH:31]=2, predict the reactants needed to synthesize it. The reactants are: [Cl:1][C:2]1[C:11]2[C:6](=[CH:7][C:8]([O:14][CH2:15][CH2:16][CH2:17][N:18]3[CH2:22][CH2:21][CH2:20][CH2:19]3)=[C:9]([O:12][CH3:13])[CH:10]=2)[N:5]=[CH:4][N:3]=1.[NH2:23][C:24]1[CH:25]=[C:26]2[C:30](=[CH:31][CH:32]=1)[NH:29][C:28]([CH3:33])=[C:27]2[CH3:34]. (7) The reactants are: [F:1][C:2]1[C:7]([O:8][CH:9]2[CH2:14][CH2:13][CH2:12][CH2:11][O:10]2)=[CH:6][CH:5]=[C:4]([OH:15])[C:3]=1[C:16](=[O:25])[CH2:17][C:18]1[CH:23]=[CH:22][C:21]([F:24])=[CH:20][CH:19]=1.[I:26][C:27]1[CH:34]=[CH:33][C:30]([CH:31]=O)=[CH:29][CH:28]=1.C1CCN2C(=NCCC2)CC1.N1CCCCC1. Given the product [F:1][C:2]1[C:7]([O:8][CH:9]2[CH2:14][CH2:13][CH2:12][CH2:11][O:10]2)=[CH:6][CH:5]=[C:4]2[C:3]=1[C:16](=[O:25])[CH:17]([C:18]1[CH:19]=[CH:20][C:21]([F:24])=[CH:22][CH:23]=1)[CH:31]([C:30]1[CH:33]=[CH:34][C:27]([I:26])=[CH:28][CH:29]=1)[O:15]2, predict the reactants needed to synthesize it. (8) Given the product [Br:3][C:4]1[CH:5]=[C:6]([CH:9]([OH:13])[CH:10]([F:11])[F:12])[S:7][CH:8]=1, predict the reactants needed to synthesize it. The reactants are: [BH4-].[Na+].[Br:3][C:4]1[CH:5]=[C:6]([C:9](=[O:13])[CH:10]([F:12])[F:11])[S:7][CH:8]=1.